The task is: Predict the reactants needed to synthesize the given product.. This data is from Full USPTO retrosynthesis dataset with 1.9M reactions from patents (1976-2016). The reactants are: [CH2:1]([C:3]1[NH:7][N:6]=[C:5]([N:8]2[C:16](=[O:17])[C:15]3[C:10](=[CH:11][CH:12]=[CH:13][CH:14]=3)[C:9]2=[O:18])[CH:4]=1)[CH3:2].C(=O)([O-])[O-].[K+].[K+].Br[CH2:26][C:27]1[CH:32]=[C:31]([Cl:33])[CH:30]=[CH:29][C:28]=1[O:34][CH2:35][CH:36]([CH3:38])[CH3:37]. Given the product [Cl:33][C:31]1[CH:30]=[CH:29][C:28]([O:34][CH2:35][CH:36]([CH3:38])[CH3:37])=[C:27]([CH2:26][N:7]2[C:3]([CH2:1][CH3:2])=[CH:4][C:5]([N:8]3[C:16](=[O:17])[C:15]4[C:10](=[CH:11][CH:12]=[CH:13][CH:14]=4)[C:9]3=[O:18])=[N:6]2)[CH:32]=1, predict the reactants needed to synthesize it.